From a dataset of Full USPTO retrosynthesis dataset with 1.9M reactions from patents (1976-2016). Predict the reactants needed to synthesize the given product. (1) Given the product [CH2:1]([O:8][C:9](=[O:34])[NH:10][CH2:11][CH:12]1[CH2:17][CH2:16][CH2:15][CH:14]([N:18]2[C:32]3[C:27](=[N:28][CH:29]=[CH:30][CH:31]=3)[C:22]3=[N:23][O:24][C:25]([CH3:26])=[C:21]3[C:19]2=[O:20])[CH2:13]1)[C:2]1[CH:7]=[CH:6][CH:5]=[CH:4][CH:3]=1, predict the reactants needed to synthesize it. The reactants are: [CH2:1]([O:8][C:9](=[O:34])[NH:10][CH2:11][CH:12]1[CH2:17][CH2:16][CH2:15][CH:14]([NH:18][C:19]([C:21]2[C:22]([C:27]3[C:32](F)=[CH:31][CH:30]=[CH:29][N:28]=3)=[N:23][O:24][C:25]=2[CH3:26])=[O:20])[CH2:13]1)[C:2]1[CH:7]=[CH:6][CH:5]=[CH:4][CH:3]=1.C[Si]([N-][Si](C)(C)C)(C)C.[K+]. (2) Given the product [CH2:6]=[CH:7][C:8]1[CH:13]=[CH:12][CH:11]=[CH:10][CH:9]=1.[CH3:16][C:15]([CH:17]=[CH2:18])=[CH2:14], predict the reactants needed to synthesize it. The reactants are: [Li]CCCC.[CH2:6]=[CH:7][C:8]1[CH:13]=[CH:12][CH:11]=[CH:10][CH:9]=1.[CH3:14][C:15]([CH:17]=[CH2:18])=[CH2:16].[Si](Cl)(Cl)(Cl)Cl. (3) Given the product [Cl:1][C:2]1[CH:3]=[CH:4][C:5]([N:8]([C:38](=[O:42])[CH:39]([CH3:41])[CH3:40])[C@H:9]2[C:18]3[C:13](=[CH:14][CH:15]=[CH:16][CH:17]=3)[N:12]([C:19]([C:21]3[CH:22]=[CH:23][C:24]([O:25][CH2:26][CH2:27][C:28]([CH3:33])([CH3:34])[C:29]([OH:31])=[O:30])=[CH:35][CH:36]=3)=[O:20])[C@@H:11]([CH3:37])[CH2:10]2)=[CH:6][CH:7]=1, predict the reactants needed to synthesize it. The reactants are: [Cl:1][C:2]1[CH:7]=[CH:6][C:5]([N:8]([C:38](=[O:42])[CH:39]([CH3:41])[CH3:40])[C@H:9]2[C:18]3[C:13](=[CH:14][CH:15]=[CH:16][CH:17]=3)[N:12]([C:19]([C:21]3[CH:36]=[CH:35][C:24]([O:25][CH2:26][CH2:27][C:28]([CH3:34])([CH3:33])[C:29]([O:31]C)=[O:30])=[CH:23][CH:22]=3)=[O:20])[C@@H:11]([CH3:37])[CH2:10]2)=[CH:4][CH:3]=1.[OH-].[Na+]. (4) Given the product [Cl:1][C:2]1[N:7]=[C:6]([NH:8][CH:9]2[CH2:14][CH2:13][CH2:12][CH:11]([NH:15][C:25](=[O:24])[O:27][C:28]([CH3:31])([CH3:30])[CH3:29])[CH2:10]2)[CH:5]=[C:4]([I:16])[CH:3]=1, predict the reactants needed to synthesize it. The reactants are: [Cl:1][C:2]1[N:7]=[C:6]([NH:8][CH:9]2[CH2:14][CH2:13][CH2:12][CH:11]([NH2:15])[CH2:10]2)[CH:5]=[C:4]([I:16])[CH:3]=1.C(N(CC)CC)C.[O:24](C(OC(C)(C)C)=O)[C:25]([O:27][C:28]([CH3:31])([CH3:30])[CH3:29])=O.